From a dataset of Reaction yield outcomes from USPTO patents with 853,638 reactions. Predict the reaction yield, written as a fraction of the theoretical maximum amount of product (1.0 means a 100% yield; for example, 0.34 means a 34% yield). (1) The reactants are [C:1]([O:8][CH3:9])(=[O:7])/[CH:2]=[CH:3]/[C:4]([OH:6])=[O:5].Cl[CH2:11][C:12]([N:14]([CH2:17][CH3:18])[CH2:15][CH3:16])=[O:13]. The catalyst is CN1C(=O)CCC1. The product is [C:4]([O:6][CH2:11][C:12](=[O:13])[N:14]([CH2:17][CH3:18])[CH2:15][CH3:16])(=[O:5])/[CH:3]=[CH:2]/[C:1]([O:8][CH3:9])=[O:7]. The yield is 0.510. (2) The reactants are I[C:2]1[N:3]=[N:4][C:5]([C:8]#[C:9][C:10]2[CH:15]=[CH:14][CH:13]=[CH:12][CH:11]=2)=[CH:6][CH:7]=1.[CH3:16][C:17]1([CH3:24])[CH2:22][CH2:21][NH:20][C:19](=[O:23])[CH2:18]1.C1(P(C2C=CC=CC=2)C2C3OC4C(=CC=CC=4P(C4C=CC=CC=4)C4C=CC=CC=4)C(C)(C)C=3C=CC=2)C=CC=CC=1. The catalyst is C1(C)C=CC=CC=1.C1C=CC(/C=C/C(/C=C/C2C=CC=CC=2)=O)=CC=1.C1C=CC(/C=C/C(/C=C/C2C=CC=CC=2)=O)=CC=1.C1C=CC(/C=C/C(/C=C/C2C=CC=CC=2)=O)=CC=1.[Pd].[Pd]. The product is [CH3:16][C:17]1([CH3:24])[CH2:22][CH2:21][N:20]([C:2]2[N:3]=[N:4][C:5]([C:8]#[C:9][C:10]3[CH:15]=[CH:14][CH:13]=[CH:12][CH:11]=3)=[CH:6][CH:7]=2)[C:19](=[O:23])[CH2:18]1. The yield is 0.230. (3) The reactants are [F:1][C:2]([F:18])([S:13][CH2:14][CH2:15][CH2:16][OH:17])[C:3]([F:12])([F:11])[C:4]([F:10])([F:9])[C:5]([F:8])([F:7])[F:6].ClC1C=CC=C(C(OO)=O)C=1.[OH2:30].[OH2:31].O.O.O.S([O-])([O-])(=O)=S.[Na+].[Na+].O. The catalyst is C(Cl)Cl. The product is [F:18][C:2]([F:1])([S:13]([CH2:14][CH2:15][CH2:16][OH:17])(=[O:31])=[O:30])[C:3]([F:12])([F:11])[C:4]([F:10])([F:9])[C:5]([F:8])([F:7])[F:6]. The yield is 0.918. (4) The reactants are [CH2:1]([C:5]1[N:6]=[C:7]([CH3:27])[NH:8][C:9](=[O:26])[C:10]=1[CH2:11][C:12]1[CH:17]=[CH:16][C:15]([C:18]2[C:19]([C:24]#[N:25])=[CH:20][CH:21]=[CH:22][CH:23]=2)=[CH:14][CH:13]=1)[CH2:2][CH2:3][CH3:4].C(=O)([O-])[O-].[K+].[K+].Cl[CH2:35][C:36]1[N:37]=[C:38]([C:41]2[CH:46]=[CH:45][CH:44]=[CH:43][CH:42]=2)[S:39][CH:40]=1.CN(C)C=O. The catalyst is C(OCC)(=O)C. The product is [CH2:1]([C:5]1[N:6]=[C:7]([CH3:27])[N:8]([CH2:35][C:36]2[N:37]=[C:38]([C:41]3[CH:42]=[CH:43][CH:44]=[CH:45][CH:46]=3)[S:39][CH:40]=2)[C:9](=[O:26])[C:10]=1[CH2:11][C:12]1[CH:17]=[CH:16][C:15]([C:18]2[C:19]([C:24]#[N:25])=[CH:20][CH:21]=[CH:22][CH:23]=2)=[CH:14][CH:13]=1)[CH2:2][CH2:3][CH3:4]. The yield is 0.660. (5) The reactants are [CH3:1][S:2]([C:5]1[CH:10]=[C:9]([N+]([O-])=O)[CH:8]=[C:7]([O:14][CH3:15])[CH:6]=1)(=[O:4])=[O:3].[Cl-].[NH4+:17].CO. The catalyst is [Zn].O. The product is [CH3:1][S:2]([C:5]1([NH2:17])[CH:6]=[C:7]([O:14][CH3:15])[CH:8]=[CH:9][CH2:10]1)(=[O:4])=[O:3]. The yield is 0.760. (6) The catalyst is CN(C=O)C.CO. The yield is 0.710. The product is [CH3:36][O:35][C:32]1[CH:31]=[CH:30][C:29]([N:8]2[C:9]3[C:10](=[O:28])[N:11]([C:15]4[CH:20]=[CH:19][C:18]([N:21]5[CH2:26][CH2:25][CH2:24][CH2:23][C:22]5=[O:27])=[CH:17][CH:16]=4)[CH2:12][CH2:13][C:14]=3[C:6]([C:4]([NH2:39])=[O:3])=[N:7]2)=[CH:34][CH:33]=1. The reactants are C([O:3][C:4]([C:6]1[C:14]2[CH2:13][CH2:12][N:11]([C:15]3[CH:20]=[CH:19][C:18]([N:21]4[CH2:26][CH2:25][CH2:24][CH2:23][C:22]4=[O:27])=[CH:17][CH:16]=3)[C:10](=[O:28])[C:9]=2[N:8]([C:29]2[CH:34]=[CH:33][C:32]([O:35][CH3:36])=[CH:31][CH:30]=2)[N:7]=1)=O)C.C([NH2:39])=O.CO[Na].O. (7) The reactants are Cl.[CH:2]([N:5]1[C:9]([C:10]2[N:19]=[C:18]3[N:12]([CH2:13][CH2:14][O:15][C:16]4[CH:23]=[C:22]([C@H:24]5[CH2:29][CH2:28][NH:27][CH2:26][C@H:25]5[OH:30])[CH:21]=[CH:20][C:17]=43)[CH:11]=2)=[N:8][CH:7]=[N:6]1)([CH3:4])[CH3:3].[CH3:31][N:32]([CH3:37])[C:33](=[O:36])[CH2:34]Cl. No catalyst specified. The product is [OH:30][C@H:25]1[C@@H:24]([C:22]2[CH:21]=[CH:20][C:17]3[C:18]4[N:12]([CH:11]=[C:10]([C:9]5[N:5]([CH:2]([CH3:4])[CH3:3])[N:6]=[CH:7][N:8]=5)[N:19]=4)[CH2:13][CH2:14][O:15][C:16]=3[CH:23]=2)[CH2:29][CH2:28][N:27]([CH2:34][C:33]([N:32]([CH3:37])[CH3:31])=[O:36])[CH2:26]1. The yield is 0.570. (8) The reactants are [OH-].[NH4+:2].[CH3:3][C:4]1[N:5]([C:13]2[CH:18]=[CH:17][CH:16]=[CH:15][C:14]=2[C:19]([F:22])([F:21])[F:20])[C:6]([CH3:12])=[CH:7][C:8]=1[C:9](Cl)=[O:10]. The catalyst is C1COCC1. The product is [CH3:3][C:4]1[N:5]([C:13]2[CH:18]=[CH:17][CH:16]=[CH:15][C:14]=2[C:19]([F:22])([F:21])[F:20])[C:6]([CH3:12])=[CH:7][C:8]=1[C:9]([NH2:2])=[O:10]. The yield is 0.960. (9) The reactants are [CH3:1][O:2][C:3](=[O:21])[CH2:4][CH2:5][CH2:6][O:7][C:8]1[CH:13]=[C:12]([N+:14]([O-:16])=[O:15])[C:11]([CH:17]=[O:18])=[CH:10][C:9]=1[O:19][CH3:20].[Mn]([O-])(=O)(=O)=[O:23].[K+]. The catalyst is CC(C)=O. The product is [CH3:20][O:19][C:9]1[C:8]([O:7][CH2:6][CH2:5][CH2:4][C:3]([O:2][CH3:1])=[O:21])=[CH:13][C:12]([N+:14]([O-:16])=[O:15])=[C:11]([CH:10]=1)[C:17]([OH:23])=[O:18]. The yield is 0.500. (10) The reactants are [CH3:1][C:2]1[NH:3][C:4]2[C:9]([C:10]=1[C:11]([OH:13])=[O:12])=[CH:8][CH:7]=[CH:6][CH:5]=2.[H-].[Na+].[CH2:16](Br)[C:17]1[CH:22]=[CH:21][CH:20]=[CH:19][CH:18]=1. The catalyst is CN(C=O)C. The product is [CH2:16]([N:3]1[C:4]2[C:9](=[CH:8][CH:7]=[CH:6][CH:5]=2)[C:10]([C:11]([OH:13])=[O:12])=[C:2]1[CH3:1])[C:17]1[CH:22]=[CH:21][CH:20]=[CH:19][CH:18]=1. The yield is 0.780.